This data is from Reaction yield outcomes from USPTO patents with 853,638 reactions. The task is: Predict the reaction yield, written as a fraction of the theoretical maximum amount of product (1.0 means a 100% yield; for example, 0.34 means a 34% yield). (1) The reactants are [CH3:1][O:2][C:3](=[O:26])[C:4]1[CH:9]=[CH:8][CH:7]=[CH:6][C:5]=1[CH2:10][S:11][C:12]1[N:16]([CH2:17][CH2:18][OH:19])[C:15]2[CH:20]=[C:21]([CH3:25])[C:22]([CH3:24])=[CH:23][C:14]=2[N:13]=1.CCOC(/N=N/C(OCC)=O)=O.[C:39]1(O)[CH:44]=[CH:43][CH:42]=[CH:41][CH:40]=1. The catalyst is CN1CCOCC1. The product is [CH3:1][O:2][C:3](=[O:26])[C:4]1[CH:9]=[CH:8][CH:7]=[CH:6][C:5]=1[CH2:10][S:11][C:12]1[N:16]([CH2:17][CH2:18][O:19][C:39]2[CH:44]=[CH:43][CH:42]=[CH:41][CH:40]=2)[C:15]2[CH:20]=[C:21]([CH3:25])[C:22]([CH3:24])=[CH:23][C:14]=2[N:13]=1. The yield is 0.810. (2) The reactants are [CH:1]1([N:4]([C:9]2[C:10]3[CH2:31][NH:30][CH2:29][CH2:28][C:11]=3[N:12]=[C:13]([NH:15][C:16]3[CH:21]=[CH:20][C:19]([N:22]4[CH:26]=[CH:25][N:24]=[C:23]4[CH3:27])=[CH:18][CH:17]=3)[N:14]=2)[CH2:5][CH2:6][C:7]#[N:8])[CH2:3][CH2:2]1.[C:32](O)(=O)C.C=O.C([BH3-])#N.[Na+]. The catalyst is CO. The product is [CH:1]1([N:4]([C:9]2[C:10]3[CH2:31][N:30]([CH3:32])[CH2:29][CH2:28][C:11]=3[N:12]=[C:13]([NH:15][C:16]3[CH:21]=[CH:20][C:19]([N:22]4[CH:26]=[CH:25][N:24]=[C:23]4[CH3:27])=[CH:18][CH:17]=3)[N:14]=2)[CH2:5][CH2:6][C:7]#[N:8])[CH2:2][CH2:3]1. The yield is 0.0316. (3) The reactants are C(OC(=O)[NH:7][CH:8]([C:10](=[O:27])[NH:11][C:12]1[CH:17]=[CH:16][C:15]([Br:18])=[CH:14][C:13]=1[C:19]([C:21]1[CH:26]=[CH:25][CH:24]=[CH:23][N:22]=1)=O)[CH3:9])(C)(C)C.Cl. The catalyst is C(Cl)(Cl)Cl. The product is [Br:18][C:15]1[CH:16]=[CH:17][C:12]2[NH:11][C:10](=[O:27])[CH:8]([CH3:9])[N:7]=[C:19]([C:21]3[CH:26]=[CH:25][CH:24]=[CH:23][N:22]=3)[C:13]=2[CH:14]=1. The yield is 0.800. (4) The reactants are [Cl:1][C:2]1[CH:3]=[CH:4][C:5]2[CH:6]=CC3[C:13]([C:14]=2[CH:15]=1)=[CH:12][CH:11]=[CH:10][CH:9]=3.[OH2:16].[C:17]([OH:20])(=O)[CH3:18]. No catalyst specified. The product is [Cl:1][C:2]1[CH:3]=[CH:4][C:5]2[C:6](=[O:16])[C:17](=[O:20])[C:18]3[C:13]([C:14]=2[CH:15]=1)=[CH:12][CH:11]=[CH:10][CH:9]=3. The yield is 0.880. (5) The reactants are [CH2:1]([N:8]1[CH2:13][CH2:12][O:11][CH:10]([CH2:14][NH2:15])[CH2:9]1)[C:2]1[CH:7]=[CH:6][CH:5]=[CH:4][CH:3]=1.[CH:16]1([N:21]2[C:30]3[N:29]=[C:28]([NH:31][C:32]4[CH:33]=[CH:34][C:35]([C:41](O)=[O:42])=[C:36]5[C:40]=4[O:39][CH2:38][CH2:37]5)[N:27]=[CH:26][C:25]=3[N:24]([CH3:44])[C:23](=[O:45])[C@H:22]2[CH2:46][CH3:47])[CH2:20][CH2:19][CH2:18][CH2:17]1.F[B-](F)(F)F.N1(OC(N(C)C)=[N+](C)C)C2C=CC=CC=2N=N1.C(N(C(C)C)CC)(C)C.C(=O)(O)[O-].[Na+]. The catalyst is ClCCl. The product is [CH2:1]([N:8]1[CH2:13][CH2:12][O:11][CH:10]([CH2:14][NH:15][C:41]([C:35]2[CH:34]=[CH:33][C:32]([NH:31][C:28]3[N:27]=[CH:26][C:25]4[N:24]([CH3:44])[C:23](=[O:45])[C@@H:22]([CH2:46][CH3:47])[N:21]([CH:16]5[CH2:17][CH2:18][CH2:19][CH2:20]5)[C:30]=4[N:29]=3)=[C:40]3[O:39][CH2:38][CH2:37][C:36]=23)=[O:42])[CH2:9]1)[C:2]1[CH:3]=[CH:4][CH:5]=[CH:6][CH:7]=1. The yield is 0.440.